From a dataset of NCI-60 drug combinations with 297,098 pairs across 59 cell lines. Regression. Given two drug SMILES strings and cell line genomic features, predict the synergy score measuring deviation from expected non-interaction effect. (1) Drug 1: CCC1=CC2CC(C3=C(CN(C2)C1)C4=CC=CC=C4N3)(C5=C(C=C6C(=C5)C78CCN9C7C(C=CC9)(C(C(C8N6C)(C(=O)OC)O)OC(=O)C)CC)OC)C(=O)OC.C(C(C(=O)O)O)(C(=O)O)O. Drug 2: CC1=CC2C(CCC3(C2CCC3(C(=O)C)OC(=O)C)C)C4(C1=CC(=O)CC4)C. Cell line: SF-268. Synergy scores: CSS=37.3, Synergy_ZIP=9.68, Synergy_Bliss=8.68, Synergy_Loewe=-36.7, Synergy_HSA=5.12. (2) Drug 1: CN(C)C1=NC(=NC(=N1)N(C)C)N(C)C. Drug 2: CS(=O)(=O)OCCCCOS(=O)(=O)C. Cell line: IGROV1. Synergy scores: CSS=21.7, Synergy_ZIP=4.72, Synergy_Bliss=14.0, Synergy_Loewe=7.54, Synergy_HSA=13.8.